From a dataset of Forward reaction prediction with 1.9M reactions from USPTO patents (1976-2016). Predict the product of the given reaction. (1) Given the reactants [NH2:1][C:2]1[C:10]2[C:5](=[CH:6][CH:7]=[CH:8][C:9]=2[C:11]2[CH:16]=[CH:15][C:14]([NH:17][C:18]([NH:20][C:21]3[CH:26]=[CH:25][N:24]=[C:23]([CH2:27][C:28]#[N:29])[CH:22]=3)=[O:19])=[CH:13][CH:12]=2)[NH:4][N:3]=1.N1[CH2:35][CH2:34][CH2:33][CH2:32]C1.CC(O)=O, predict the reaction product. The product is: [NH2:1][C:2]1[C:10]2[C:5](=[CH:6][CH:7]=[CH:8][C:9]=2[C:11]2[CH:12]=[CH:13][C:14]([NH:17][C:18]([NH:20][C:21]3[CH:26]=[CH:25][N:24]=[C:23]([C:27]([C:28]#[N:29])=[CH:32][CH:33]4[CH2:35][CH2:34]4)[CH:22]=3)=[O:19])=[CH:15][CH:16]=2)[NH:4][N:3]=1. (2) Given the reactants [F:1][C:2]1[CH:7]=[CH:6][C:5]([C:8]2[CH:13]=[CH:12][N:11]=[CH:10][C:9]=2[N:14]([CH2:31][CH2:32][S:33]([CH3:36])(=[O:35])=[O:34])[C:15](=[O:30])[C:16]2[CH:21]=[C:20]([C:22]([F:25])([F:24])[F:23])N=[C:18]([C:26]([F:29])([F:28])[F:27])[CH:17]=2)=[C:4]([O:37][CH3:38])[CH:3]=1.F[C:40](F)(F)C1C=C(C=C(C(F)(F)F)C=1)C(O)=O, predict the reaction product. The product is: [F:1][C:2]1[CH:7]=[CH:6][C:5]([C:8]2[CH:13]=[CH:12][N:11]=[CH:10][C:9]=2[N:14]([CH2:31][CH2:32][S:33]([CH3:36])(=[O:34])=[O:35])[C:15](=[O:30])[C:16]2[CH:17]=[C:18]([C:26]([F:28])([F:27])[F:29])[CH:40]=[C:20]([C:22]([F:24])([F:23])[F:25])[CH:21]=2)=[C:4]([O:37][CH3:38])[CH:3]=1. (3) Given the reactants [CH3:1][C:2]([CH2:9][CH2:10][CH3:11])=[CH:3][CH2:4][CH2:5][C:6](=[O:8])[CH3:7].[CH3:12][OH:13], predict the reaction product. The product is: [CH3:12][O:13][C:2]([CH3:1])([CH2:9][CH2:10][CH3:11])[CH2:3][CH2:4][CH2:5][C:6](=[O:8])[CH3:7]. (4) Given the reactants C(OC(=O)[NH:7][C:8]1[CH:13]=[CH:12][C:11]([C:14]2[CH:19]=[CH:18][CH:17]=[CH:16][N:15]=2)=[CH:10][C:9]=1[NH:20][C:21](=[O:31])[CH2:22][C:23]([C:25]1[S:26][CH:27]=[CH:28][C:29]=1[Cl:30])=O)(C)(C)C.C(O)(C(F)(F)F)=O, predict the reaction product. The product is: [Cl:30][C:29]1[CH:28]=[CH:27][S:26][C:25]=1[C:23]1[CH2:22][C:21](=[O:31])[NH:20][C:9]2[CH:10]=[C:11]([C:14]3[CH:19]=[CH:18][CH:17]=[CH:16][N:15]=3)[CH:12]=[CH:13][C:8]=2[N:7]=1. (5) Given the reactants Cl[Si](Cl)(C)C.[F:6][C:7]([F:24])([F:23])[C:8]([NH:10][CH2:11][CH2:12][C:13]1[CH:18]=[CH:17][C:16]([S:19](Cl)(=O)=O)=[CH:15][CH:14]=1)=[O:9].CN1CCN(C)C1=O.CO, predict the reaction product. The product is: [F:24][C:7]([F:6])([F:23])[C:8]([NH:10][CH2:11][CH2:12][C:13]1[CH:18]=[CH:17][C:16]([SH:19])=[CH:15][CH:14]=1)=[O:9]. (6) Given the reactants [CH3:1][Si](C=[N+]=[N-])(C)C.[CH2:8]([C:13]12[CH2:20][CH2:19][C:16]([C:21]([OH:23])=[O:22])([CH2:17][CH2:18]1)[CH2:15][CH2:14]2)[CH2:9][CH2:10][CH2:11][CH3:12], predict the reaction product. The product is: [CH2:8]([C:13]12[CH2:18][CH2:17][C:16]([C:21]([O:23][CH3:1])=[O:22])([CH2:15][CH2:14]1)[CH2:19][CH2:20]2)[CH2:9][CH2:10][CH2:11][CH3:12]. (7) Given the reactants C(N(CC)CC)C.C(OC(Cl)=O)C(C)C.[CH3:16][O:17][CH2:18][O:19][C:20]1[CH:25]=[C:24]([O:26][CH2:27][O:28][CH3:29])[CH:23]=[CH:22][C:21]=1[CH:30]1[CH2:35][CH2:34][CH2:33][CH:32]([C:36]([OH:38])=O)[CH2:31]1.[NH2:39][OH:40], predict the reaction product. The product is: [CH3:16][O:17][CH2:18][O:19][C:20]1[CH:25]=[C:24]([O:26][CH2:27][O:28][CH3:29])[CH:23]=[CH:22][C:21]=1[CH:30]1[CH2:35][CH2:34][CH2:33][CH:32]([C:36]([NH:39][OH:40])=[O:38])[CH2:31]1.